From a dataset of Reaction yield outcomes from USPTO patents with 853,638 reactions. Predict the reaction yield, written as a fraction of the theoretical maximum amount of product (1.0 means a 100% yield; for example, 0.34 means a 34% yield). (1) The reactants are C(O[C:4](=[O:10])[C:5]([O:7][CH2:8][CH3:9])=[O:6])C.[CH2:11]([NH2:13])[CH3:12]. The catalyst is CCCCCCCC[N+](CCCCCCCC)(CCCCCCCC)C.[Cl-].ClCCl.O. The product is [CH2:8]([O:7][C:5](=[O:6])[C:4]([NH:13][CH2:11][CH3:12])=[O:10])[CH3:9]. The yield is 0.413. (2) The reactants are Br[C:2]1[N:3]([CH2:9][O:10][CH2:11][CH2:12][Si:13]([CH3:16])([CH3:15])[CH3:14])[CH:4]=[C:5]([C:7]#[N:8])[N:6]=1.C([Mg]Cl)(C)C.C([C:24]([O:26][CH2:27][CH3:28])=[O:25])#N. The catalyst is O1CCCC1. The product is [CH2:27]([O:26][C:24]([C:2]1[N:3]([CH2:9][O:10][CH2:11][CH2:12][Si:13]([CH3:16])([CH3:15])[CH3:14])[CH:4]=[C:5]([C:7]#[N:8])[N:6]=1)=[O:25])[CH3:28]. The yield is 0.740. (3) The reactants are [C:1]([OH:20])(=O)[CH2:2][CH2:3][CH2:4][CH2:5][CH2:6][CH2:7][CH2:8]/[CH:9]=[CH:10]\[CH2:11][CH2:12][CH2:13][CH2:14][CH2:15][CH2:16][CH2:17][CH3:18].C1CCC(N=C=NC2CCCCC2)CC1.C(OCC)(=O)C.[NH:42]1[CH2:48][CH2:47][CH2:46][C@H:43]1[CH2:44][OH:45]. The catalyst is N1C=CC=CC=1. The product is [C:1]([N:42]1[CH2:48][CH2:47][CH2:46][C@H:43]1[CH2:44][OH:45])(=[O:20])[CH2:2][CH2:3][CH2:4][CH2:5][CH2:6][CH2:7][CH2:8]/[CH:9]=[CH:10]\[CH2:11][CH2:12][CH2:13][CH2:14][CH2:15][CH2:16][CH2:17][CH3:18]. The yield is 0.597. (4) The reactants are [Br:1][C:2]1[CH:24]=[CH:23][C:5]([CH2:6][NH:7][C:8]2[N:16]=[C:15](Cl)[N:14]=[C:13]3[C:9]=2[N:10]=[CH:11][N:12]3[CH:18]2[CH2:22][CH2:21][CH2:20][CH2:19]2)=[CH:4][CH:3]=1.[NH2:25][CH2:26][C:27]([CH3:30])([OH:29])[CH3:28].C(N(C(C)C)CC)(C)C. The catalyst is CN1CCCC1=O. The product is [Br:1][C:2]1[CH:24]=[CH:23][C:5]([CH2:6][NH:7][C:8]2[N:16]=[C:15]([NH:25][CH2:26][C:27]([CH3:30])([OH:29])[CH3:28])[N:14]=[C:13]3[C:9]=2[N:10]=[CH:11][N:12]3[CH:18]2[CH2:22][CH2:21][CH2:20][CH2:19]2)=[CH:4][CH:3]=1. The yield is 0.820.